From a dataset of Peptide-MHC class I binding affinity with 185,985 pairs from IEDB/IMGT. Regression. Given a peptide amino acid sequence and an MHC pseudo amino acid sequence, predict their binding affinity value. This is MHC class I binding data. (1) The peptide sequence is DMRKRIEAF. The MHC is HLA-B58:01 with pseudo-sequence HLA-B58:01. The binding affinity (normalized) is 0.0847. (2) The peptide sequence is RLLERCAKL. The MHC is BoLA-HD6 with pseudo-sequence BoLA-HD6. The binding affinity (normalized) is 0.646. (3) The binding affinity (normalized) is 0. The MHC is HLA-A02:06 with pseudo-sequence HLA-A02:06. The peptide sequence is NIRQAGVQYSR. (4) The peptide sequence is EGKDTPGGY. The MHC is HLA-A24:02 with pseudo-sequence HLA-A24:02. The binding affinity (normalized) is 0. (5) The peptide sequence is KQPNRPLFI. The MHC is HLA-A02:12 with pseudo-sequence HLA-A02:12. The binding affinity (normalized) is 0.0997. (6) The peptide sequence is YRYGFVANF. The MHC is HLA-B46:01 with pseudo-sequence HLA-B46:01. The binding affinity (normalized) is 0.0847. (7) The peptide sequence is IFRLMRTNF. The MHC is HLA-A02:03 with pseudo-sequence HLA-A02:03. The binding affinity (normalized) is 0.0361. (8) The peptide sequence is YIITCCLFA. The binding affinity (normalized) is 0.0847. The MHC is HLA-A02:12 with pseudo-sequence HLA-A02:12. (9) The peptide sequence is VERRLVKVL. The MHC is HLA-A02:01 with pseudo-sequence HLA-A02:01. The binding affinity (normalized) is 0.0847. (10) The peptide sequence is IIRVTTELNI. The MHC is HLA-A02:06 with pseudo-sequence HLA-A02:06. The binding affinity (normalized) is 0.120.